The task is: Predict the product of the given reaction.. This data is from Forward reaction prediction with 1.9M reactions from USPTO patents (1976-2016). (1) The product is: [CH2:41]([O:40][C:38](=[O:39])[CH2:37][N:25]([C:22]1[C:21]2[CH:27]=[C:17]([CH2:16][O:15][C:12]3[CH:13]=[CH:14][C:9]([C:5]4[CH:6]=[C:7]([F:8])[C:2]([F:1])=[CH:3][C:4]=4[O:28][CH3:29])=[CH:10][CH:11]=3)[CH:18]=[CH:19][C:20]=2[O:24][N:23]=1)[CH3:26])[CH3:42]. Given the reactants [F:1][C:2]1[C:7]([F:8])=[CH:6][C:5]([C:9]2[CH:14]=[CH:13][C:12]([O:15][CH2:16][C:17]3[CH:18]=[CH:19][C:20]4[O:24][N:23]=[C:22]([NH:25][CH3:26])[C:21]=4[CH:27]=3)=[CH:11][CH:10]=2)=[C:4]([O:28][CH3:29])[CH:3]=1.C(=O)([O-])[O-].[Cs+].[Cs+].Br[CH2:37][C:38]([O:40][CH2:41][CH3:42])=[O:39].C(OCC)(=O)C.O, predict the reaction product. (2) Given the reactants [Cl:1][C:2]1[C:3]2[N:4]([N:16]=[CH:17][N:18]=2)[CH:5]=[C:6]([C:8]2[CH:13]=[CH:12][C:11]([Cl:14])=[CH:10][C:9]=2[Cl:15])[N:7]=1.Cl.[NH:20]1[CH2:25][CH2:24][CH2:23][CH:22]([NH:26][C:27]2[N:32]=[CH:31][C:30]([C:33]#[N:34])=[CH:29][CH:28]=2)[CH2:21]1.C(N(CC)C(C)C)(C)C, predict the reaction product. The product is: [ClH:1].[Cl:15][C:9]1[CH:10]=[C:11]([Cl:14])[CH:12]=[CH:13][C:8]=1[C:6]1[N:7]=[C:2]([N:20]2[CH2:25][CH2:24][CH2:23][CH:22]([NH:26][C:27]3[N:32]=[CH:31][C:30]([C:33]#[N:34])=[CH:29][CH:28]=3)[CH2:21]2)[C:3]2[N:4]([N:16]=[CH:17][N:18]=2)[CH:5]=1. (3) Given the reactants [CH2:1]([N:3]([CH2:7][CH2:8][CH2:9][CH2:10][O:11][C:12]1[CH:28]=[CH:27][C:15]2[C:16]([C:19]3[CH:24]=[CH:23][C:22]([C:25]#[CH:26])=[CH:21][CH:20]=3)=[N:17][S:18][C:14]=2[CH:13]=1)[CH2:4][CH2:5][OH:6])[CH3:2], predict the reaction product. The product is: [CH2:1]([N:3]([CH2:7][CH2:8][CH2:9][CH2:10][O:11][C:12]1[CH:28]=[CH:27][C:15]2[C:16]([C:19]3[CH:24]=[CH:23][C:22]([CH2:25][CH3:26])=[CH:21][CH:20]=3)=[N:17][S:18][C:14]=2[CH:13]=1)[CH2:4][CH2:5][OH:6])[CH3:2]. (4) Given the reactants Cl[C:2]1[C:11]2=[N:12][N:13](CC3C=CC(OC)=CC=3)[CH:14]=[C:10]2[C:9]2[CH:8]=[CH:7][C:6]([O:24][CH3:25])=[CH:5][C:4]=2[N:3]=1.[CH3:26][N:27]1[CH2:32][CH2:31][N:30]([C:33]2[CH:39]=[CH:38][C:36]([NH2:37])=[CH:35][CH:34]=2)[CH2:29][CH2:28]1.Cl, predict the reaction product. The product is: [CH3:25][O:24][C:6]1[CH:7]=[CH:8][C:9]2[C:10]3[C:11](=[N:12][NH:13][CH:14]=3)[C:2]([NH:37][C:36]3[CH:35]=[CH:34][C:33]([N:30]4[CH2:29][CH2:28][N:27]([CH3:26])[CH2:32][CH2:31]4)=[CH:39][CH:38]=3)=[N:3][C:4]=2[CH:5]=1. (5) Given the reactants [CH2:1]([N:4]([CH2:29][CH2:30][CH3:31])[CH2:5][CH2:6][CH2:7][CH2:8][N:9]([CH2:11][C:12]1[CH:20]=[CH:19][C:18]([CH2:21][O:22]CC(OC)OC)=[CH:17][C:13]=1[C:14]([OH:16])=[O:15])[CH3:10])[CH2:2][CH3:3].[CH3:32]CN=C=NCCCN(C)C.Cl.C1C=CC2N(O)N=NC=2C=1, predict the reaction product. The product is: [CH3:32][O:16][C:14](=[O:15])[C:13]1[CH:17]=[C:18]([CH2:21][OH:22])[CH:19]=[CH:20][C:12]=1[CH2:11][N:9]([CH2:8][CH2:7][CH2:6][CH2:5][N:4]([CH2:29][CH2:30][CH3:31])[CH2:1][CH2:2][CH3:3])[CH3:10]. (6) Given the reactants [B-:1]([F:7])([F:6])([F:5])[O+](C)C.[S:8](=[O:12])(=[O:11])([OH:10])[OH:9].COC.C1OC1, predict the reaction product. The product is: [B:1]([F:7])([F:6])[F:5].[OH:11][S:8]([OH:12])(=[O:10])=[O:9].